This data is from Forward reaction prediction with 1.9M reactions from USPTO patents (1976-2016). The task is: Predict the product of the given reaction. (1) Given the reactants [Br:1][C:2]1[CH:3]=[C:4]([NH:9][CH2:10][CH3:11])[C:5]([CH3:8])=[N:6][CH:7]=1.[C:12](O[C:12]([O:14][C:15]([CH3:18])([CH3:17])[CH3:16])=[O:13])([O:14][C:15]([CH3:18])([CH3:17])[CH3:16])=[O:13], predict the reaction product. The product is: [C:15]([O:14][C:12](=[O:13])[N:9]([C:4]1[C:5]([CH3:8])=[N:6][CH:7]=[C:2]([Br:1])[CH:3]=1)[CH2:10][CH3:11])([CH3:18])([CH3:17])[CH3:16]. (2) Given the reactants [F:1][C:2]1[CH:7]=[CH:6][C:5]([N:8](CC2C=CC(OC)=CC=2)[S:9]([CH2:12][CH2:13][CH3:14])(=[O:11])=[O:10])=[C:4]([O:24][CH3:25])[C:3]=1[NH:26][C:27]([NH:29][C:30]1[N:35]=[CH:34][N:33]=[C:32]2[NH:36][N:37]=[C:38]([O:39][CH3:40])[C:31]=12)=[O:28].C(Cl)Cl.FC(F)(F)C(O)=O.C(OCC)C, predict the reaction product. The product is: [F:1][C:2]1[CH:7]=[CH:6][C:5]([NH:8][S:9]([CH2:12][CH2:13][CH3:14])(=[O:11])=[O:10])=[C:4]([O:24][CH3:25])[C:3]=1[NH:26][C:27]([NH:29][C:30]1[N:35]=[CH:34][N:33]=[C:32]2[NH:36][N:37]=[C:38]([O:39][CH3:40])[C:31]=12)=[O:28].